This data is from Catalyst prediction with 721,799 reactions and 888 catalyst types from USPTO. The task is: Predict which catalyst facilitates the given reaction. (1) Reactant: [F:1][C:2]1[CH:3]=[C:4]2[C:8](=[CH:9][CH:10]=1)[N:7]([S:11]([C:14]1[CH:19]=[CH:18][CH:17]=[CH:16][CH:15]=1)(=[O:13])=[O:12])[CH:6]=[C:5]2[CH2:20][C:21]1[CH2:26][N:25](C(OC(C)(C)C)=O)[CH2:24][CH2:23][CH:22]=1.[ClH:34]. Product: [ClH:34].[F:1][C:2]1[CH:3]=[C:4]2[C:8](=[CH:9][CH:10]=1)[N:7]([S:11]([C:14]1[CH:19]=[CH:18][CH:17]=[CH:16][CH:15]=1)(=[O:12])=[O:13])[CH:6]=[C:5]2[CH2:20][C:21]1[CH2:26][NH:25][CH2:24][CH2:23][CH:22]=1. The catalyst class is: 5. (2) Reactant: [NH:1]1[C:9]2[C:4](=[CH:5][CH:6]=[CH:7][CH:8]=2)[C:3](/[CH:10]=[CH:11]/[C:12]2[CH:25]=[CH:24][C:15]([C:16]([N:18]3[CH2:23][CH2:22][NH:21][CH2:20][CH2:19]3)=[O:17])=[CH:14][CH:13]=2)=[N:2]1.C(OC([NH:33][C:34]([CH3:39])([CH3:38])[C:35](O)=[O:36])=O)(C)(C)C.O.ON1C2C=CC=CC=2N=N1.Cl.C(N=C=NCCCN(C)C)C.CN1CCOCC1.Cl.CO. Product: [NH2:33][C:34]([CH3:39])([CH3:38])[C:35]([N:21]1[CH2:22][CH2:23][N:18]([C:16](=[O:17])[C:15]2[CH:14]=[CH:13][C:12](/[CH:11]=[CH:10]/[C:3]3[C:4]4[C:9](=[CH:8][CH:7]=[CH:6][CH:5]=4)[NH:1][N:2]=3)=[CH:25][CH:24]=2)[CH2:19][CH2:20]1)=[O:36]. The catalyst class is: 5.